From a dataset of NCI-60 drug combinations with 297,098 pairs across 59 cell lines. Regression. Given two drug SMILES strings and cell line genomic features, predict the synergy score measuring deviation from expected non-interaction effect. (1) Drug 1: CC1CCC2CC(C(=CC=CC=CC(CC(C(=O)C(C(C(=CC(C(=O)CC(OC(=O)C3CCCCN3C(=O)C(=O)C1(O2)O)C(C)CC4CCC(C(C4)OC)OCCO)C)C)O)OC)C)C)C)OC. Drug 2: COC1=C2C(=CC3=C1OC=C3)C=CC(=O)O2. Cell line: PC-3. Synergy scores: CSS=4.46, Synergy_ZIP=-2.93, Synergy_Bliss=-3.05, Synergy_Loewe=-33.0, Synergy_HSA=-6.77. (2) Drug 1: CCCS(=O)(=O)NC1=C(C(=C(C=C1)F)C(=O)C2=CNC3=C2C=C(C=N3)C4=CC=C(C=C4)Cl)F. Drug 2: CC1=C(C=C(C=C1)C(=O)NC2=CC(=CC(=C2)C(F)(F)F)N3C=C(N=C3)C)NC4=NC=CC(=N4)C5=CN=CC=C5. Cell line: NCI-H460. Synergy scores: CSS=12.9, Synergy_ZIP=12.8, Synergy_Bliss=10.2, Synergy_Loewe=18.7, Synergy_HSA=7.36. (3) Synergy scores: CSS=18.8, Synergy_ZIP=-6.65, Synergy_Bliss=0.0119, Synergy_Loewe=-9.35, Synergy_HSA=-0.242. Drug 2: C1CN1C2=NC(=NC(=N2)N3CC3)N4CC4. Cell line: SW-620. Drug 1: C1=CN(C=N1)CC(O)(P(=O)(O)O)P(=O)(O)O. (4) Drug 1: CCN(CC)CCNC(=O)C1=C(NC(=C1C)C=C2C3=C(C=CC(=C3)F)NC2=O)C. Drug 2: CC1C(C(CC(O1)OC2CC(CC3=C2C(=C4C(=C3O)C(=O)C5=CC=CC=C5C4=O)O)(C(=O)C)O)N)O. Cell line: A498. Synergy scores: CSS=70.2, Synergy_ZIP=3.51, Synergy_Bliss=5.63, Synergy_Loewe=-25.8, Synergy_HSA=5.51. (5) Drug 1: C1=CC(=CC=C1CC(C(=O)O)N)N(CCCl)CCCl.Cl. Drug 2: C1=NNC2=C1C(=O)NC=N2. Cell line: LOX IMVI. Synergy scores: CSS=10.1, Synergy_ZIP=-9.40, Synergy_Bliss=-6.79, Synergy_Loewe=-5.94, Synergy_HSA=-4.25. (6) Drug 1: C1=NC2=C(N1)C(=S)N=C(N2)N. Drug 2: CCN(CC)CCCC(C)NC1=C2C=C(C=CC2=NC3=C1C=CC(=C3)Cl)OC. Cell line: OVCAR-8. Synergy scores: CSS=50.7, Synergy_ZIP=5.71, Synergy_Bliss=6.35, Synergy_Loewe=-13.5, Synergy_HSA=6.93. (7) Drug 1: COC1=C(C=C2C(=C1)N=CN=C2NC3=CC(=C(C=C3)F)Cl)OCCCN4CCOCC4. Drug 2: C1=CN(C=N1)CC(O)(P(=O)(O)O)P(=O)(O)O. Cell line: MDA-MB-231. Synergy scores: CSS=11.8, Synergy_ZIP=-4.48, Synergy_Bliss=-3.22, Synergy_Loewe=-3.21, Synergy_HSA=-1.62. (8) Drug 1: COC1=CC(=CC(=C1O)OC)C2C3C(COC3=O)C(C4=CC5=C(C=C24)OCO5)OC6C(C(C7C(O6)COC(O7)C8=CC=CS8)O)O. Drug 2: C1=NC2=C(N1)C(=S)N=CN2. Cell line: A498. Synergy scores: CSS=37.5, Synergy_ZIP=2.96, Synergy_Bliss=3.22, Synergy_Loewe=-4.96, Synergy_HSA=4.95. (9) Drug 1: CC1=C(C=C(C=C1)NC2=NC=CC(=N2)N(C)C3=CC4=NN(C(=C4C=C3)C)C)S(=O)(=O)N.Cl. Drug 2: C1=CC(=CC=C1CCCC(=O)O)N(CCCl)CCCl. Cell line: SR. Synergy scores: CSS=38.3, Synergy_ZIP=-4.55, Synergy_Bliss=-8.83, Synergy_Loewe=-8.94, Synergy_HSA=-7.27.